Dataset: Full USPTO retrosynthesis dataset with 1.9M reactions from patents (1976-2016). Task: Predict the reactants needed to synthesize the given product. Given the product [Br:14][C:15]1[CH:20]=[C:19]([N:1]2[C:9]3[C:4](=[CH:5][CH:6]=[CH:7][CH:8]=3)[C:3]([C:10]([O:12][CH3:13])=[O:11])=[N:2]2)[CH:18]=[CH:17][CH:16]=1, predict the reactants needed to synthesize it. The reactants are: [NH:1]1[C:9]2[C:4](=[CH:5][CH:6]=[CH:7][CH:8]=2)[C:3]([C:10]([O:12][CH3:13])=[O:11])=[N:2]1.[Br:14][C:15]1[CH:16]=[C:17](B(O)O)[CH:18]=[CH:19][CH:20]=1.